From a dataset of Full USPTO retrosynthesis dataset with 1.9M reactions from patents (1976-2016). Predict the reactants needed to synthesize the given product. Given the product [CH2:1]([O:4][N:5]1[C:16](=[O:19])[N:10]2[CH2:11][C@H:6]1[C:7]([CH3:15])=[CH:8][C@H:9]2[C:12]([NH2:14])=[O:13])[CH:2]=[CH2:3], predict the reactants needed to synthesize it. The reactants are: [CH2:1]([O:4][NH:5][C@H:6]1[CH2:11][NH:10][C@H:9]([C:12]([NH2:14])=[O:13])[CH:8]=[C:7]1[CH3:15])[CH:2]=[CH2:3].[CH2:16]([O:19]N[C@H]1CN[C@@H](C(N)=O)C=C1C)C=C.C(N(CC)C(C)C)(C)C.ClC(Cl)(OC(=O)OC(Cl)(Cl)Cl)Cl.